Predict the reaction yield, written as a fraction of the theoretical maximum amount of product (1.0 means a 100% yield; for example, 0.34 means a 34% yield). From a dataset of Reaction yield outcomes from USPTO patents with 853,638 reactions. (1) The reactants are [Br:1][C:2]1[CH:7]=[CH:6][N:5]2[N:8]=[CH:9][C:10]([C:11]3[S:12][C:13](Cl)=[N:14][N:15]=3)=[C:4]2[CH:3]=1.[Br:17][C:18]1[CH:19]=[CH:20][C:21]([CH3:27])=[C:22]([S:24]([O-:26])=[O:25])[CH:23]=1.[Na+]. The catalyst is CS(C)=O.C(Cl)Cl. The product is [Br:17][C:18]1[CH:19]=[CH:20][C:21]([CH3:27])=[C:22]([S:24]([C:13]2[S:12][C:11]([C:10]3[CH:9]=[N:8][N:5]4[CH:6]=[CH:7][C:2]([Br:1])=[CH:3][C:4]=34)=[N:15][N:14]=2)(=[O:26])=[O:25])[CH:23]=1. The yield is 0.140. (2) The reactants are CS(O)(=O)=O.[OH:6][N:7]1[C:12]([CH3:14])([CH3:13])[CH2:11][CH:10]([OH:15])[CH2:9][C:8]1([CH3:17])[CH3:16].[C:18](#N)[CH3:19].OO. The catalyst is O.CS(O)(=O)=O.C1CCCCC1. The product is [CH:19]1([O:6][N:7]2[C:12]([CH3:13])([CH3:14])[CH2:11][CH:10]([OH:15])[CH2:9][C:8]2([CH3:17])[CH3:16])[CH2:18][CH2:10][CH2:9][CH2:8][CH2:16]1. The yield is 0.690. (3) The reactants are [C:1]([CH:5]1[CH2:13][C:12]2[C:7](=[CH:8][CH:9]=[CH:10][CH:11]=2)[NH:6]1)([CH3:4])([CH3:3])[CH3:2].C(C1NC2C(C=1)=CC=CC=2)(C)(C)C.[N+:27]([O-])([O-:29])=[O:28].[K+].C([O-])([O-])=O.[Na+].[Na+]. The catalyst is OS(O)(=O)=O. The product is [C:1]([CH:5]1[CH2:13][C:12]2[C:7](=[CH:8][C:9]([N+:27]([O-:29])=[O:28])=[CH:10][CH:11]=2)[NH:6]1)([CH3:4])([CH3:2])[CH3:3]. The yield is 0.320. (4) The reactants are [Br:1][C:2]1[CH:11]=[C:10]2[C:5]([C:6](O)=[CH:7][CH:8]=[N:9]2)=[CH:4][C:3]=1[F:13].C(#N)C.P(Cl)(Cl)([Cl:19])=O. The catalyst is C(OCC)(=O)C. The product is [Br:1][C:2]1[CH:11]=[C:10]2[C:5]([C:6]([Cl:19])=[CH:7][CH:8]=[N:9]2)=[CH:4][C:3]=1[F:13]. The yield is 0.285. (5) The reactants are [CH3:1][O:2][C:3](=[O:14])[C:4]1[CH:9]=[CH:8][CH:7]=[C:6]([S:10](Cl)(=[O:12])=[O:11])[CH:5]=1.CCN(C(C)C)C(C)C.[CH2:24]([NH:26][C:27]([N:29]1[N:33]=[CH:32][C:31]2([CH2:37][CH2:36][CH2:35][CH2:34]2)[CH2:30]1)=[NH:28])[CH3:25]. The catalyst is C(Cl)Cl. The product is [CH3:1][O:2][C:3](=[O:14])[C:4]1[CH:9]=[CH:8][CH:7]=[C:6]([S:10](=[O:12])(=[O:11])[N:28]=[C:27]([N:29]2[N:33]=[CH:32][C:31]3([CH2:37][CH2:36][CH2:35][CH2:34]3)[CH2:30]2)[NH:26][CH2:24][CH3:25])[CH:5]=1. The yield is 0.710. (6) The reactants are [CH:1]([C:3]1([C:8]([O:10][CH3:11])=[O:9])[CH2:7][CH2:6][CH2:5][CH2:4]1)=[O:2].[BH4-].[Na+].C(OCC)(=O)C. The catalyst is C(O)C. The product is [OH:2][CH2:1][C:3]1([C:8]([O:10][CH3:11])=[O:9])[CH2:7][CH2:6][CH2:5][CH2:4]1. The yield is 0.830. (7) The reactants are [CH2:1]1[N:6]([C:7]2[N:12]=[C:11]3[N:13]=[CH:14][C:15]([I:17])=[CH:16][C:10]3=[N:9][C:8]=2[NH:18][NH2:19])[CH2:5][CH2:4][N:3]2[CH2:20][CH2:21][CH2:22][CH:2]12.[CH:23](OC)(OC)OC. The catalyst is CCOCC. The product is [CH2:1]1[N:6]([C:7]2[C:8]3[N:9]([CH:23]=[N:19][N:18]=3)[C:10]3[CH:16]=[C:15]([I:17])[CH:14]=[N:13][C:11]=3[N:12]=2)[CH2:5][CH2:4][N:3]2[CH2:20][CH2:21][CH2:22][CH:2]12. The yield is 0.260. (8) The reactants are [NH:1]1[C:5]2[CH:6]=[CH:7][CH:8]=[CH:9][C:4]=2[N:3]=[C:2]1[CH2:10][N:11]1[CH2:17][C:16]2[CH:18]=[C:19]([C:22](OC)=[O:23])[CH:20]=[CH:21][C:15]=2[NH:14][C:13](=[O:26])[CH2:12]1.[NH2:27][OH:28].[OH-].[Na+].Cl. The catalyst is CO.C1COCC1. The product is [NH:1]1[C:5]2[CH:6]=[CH:7][CH:8]=[CH:9][C:4]=2[N:3]=[C:2]1[CH2:10][N:11]1[CH2:17][C:16]2[CH:18]=[C:19]([C:22]([NH:27][OH:28])=[O:23])[CH:20]=[CH:21][C:15]=2[NH:14][C:13](=[O:26])[CH2:12]1. The yield is 0.190. (9) The reactants are [Br:1][C:2]1[S:6][C:5]([C:7](O)([CH3:9])[CH3:8])=[N:4][CH:3]=1.[SH:11][CH2:12][CH2:13][C:14]([O:16][CH3:17])=[O:15]. The catalyst is ClCCCl.O.[I-].[Zn+2].[I-]. The product is [Br:1][C:2]1[S:6][C:5]([C:7]([S:11][CH2:12][CH2:13][C:14]([O:16][CH3:17])=[O:15])([CH3:9])[CH3:8])=[N:4][CH:3]=1. The yield is 0.960. (10) The reactants are [N-:1]=[N+:2]=[N-:3].[Na+].I[CH2:6][C:7]1[CH:12]=[CH:11][C:10]([C:13]2([C:16]([F:19])([F:18])[F:17])[N:15]=[N:14]2)=[CH:9][CH:8]=1. The catalyst is CO. The product is [N:1]([CH2:6][C:7]1[CH:8]=[CH:9][C:10]([C:13]2([C:16]([F:19])([F:17])[F:18])[N:14]=[N:15]2)=[CH:11][CH:12]=1)=[N+:2]=[N-:3]. The yield is 0.770.